Dataset: NCI-60 drug combinations with 297,098 pairs across 59 cell lines. Task: Regression. Given two drug SMILES strings and cell line genomic features, predict the synergy score measuring deviation from expected non-interaction effect. (1) Drug 1: CN1CCC(CC1)COC2=C(C=C3C(=C2)N=CN=C3NC4=C(C=C(C=C4)Br)F)OC. Drug 2: CN(C(=O)NC(C=O)C(C(C(CO)O)O)O)N=O. Cell line: HT29. Synergy scores: CSS=-3.75, Synergy_ZIP=-2.17, Synergy_Bliss=-10.2, Synergy_Loewe=-16.9, Synergy_HSA=-11.8. (2) Drug 1: CC(CN1CC(=O)NC(=O)C1)N2CC(=O)NC(=O)C2. Drug 2: CC1=CC2C(CCC3(C2CCC3(C(=O)C)OC(=O)C)C)C4(C1=CC(=O)CC4)C. Cell line: MDA-MB-435. Synergy scores: CSS=7.33, Synergy_ZIP=-0.612, Synergy_Bliss=4.80, Synergy_Loewe=-1.57, Synergy_HSA=-0.0143. (3) Synergy scores: CSS=8.62, Synergy_ZIP=0.703, Synergy_Bliss=1.68, Synergy_Loewe=2.32, Synergy_HSA=-0.628. Drug 2: C1C(C(OC1N2C=NC(=NC2=O)N)CO)O. Cell line: HOP-62. Drug 1: CC(C)NC(=O)C1=CC=C(C=C1)CNNC.Cl. (4) Drug 1: CC1=C(C=C(C=C1)NC2=NC=CC(=N2)N(C)C3=CC4=NN(C(=C4C=C3)C)C)S(=O)(=O)N.Cl. Drug 2: C1=CC(=CC=C1C#N)C(C2=CC=C(C=C2)C#N)N3C=NC=N3. Cell line: M14. Synergy scores: CSS=2.21, Synergy_ZIP=3.57, Synergy_Bliss=8.35, Synergy_Loewe=5.54, Synergy_HSA=4.96. (5) Drug 1: COC1=CC(=CC(=C1O)OC)C2C3C(COC3=O)C(C4=CC5=C(C=C24)OCO5)OC6C(C(C7C(O6)COC(O7)C8=CC=CS8)O)O. Drug 2: C1=CC=C(C(=C1)C(C2=CC=C(C=C2)Cl)C(Cl)Cl)Cl. Cell line: MCF7. Synergy scores: CSS=38.4, Synergy_ZIP=3.37, Synergy_Bliss=2.80, Synergy_Loewe=-25.2, Synergy_HSA=3.36. (6) Drug 1: C1CN1C2=NC(=NC(=N2)N3CC3)N4CC4. Drug 2: C1=NC2=C(N1)C(=S)N=C(N2)N. Cell line: HCT116. Synergy scores: CSS=53.5, Synergy_ZIP=-1.33, Synergy_Bliss=-3.01, Synergy_Loewe=-2.85, Synergy_HSA=1.59. (7) Drug 1: CC(CN1CC(=O)NC(=O)C1)N2CC(=O)NC(=O)C2. Drug 2: CC1=C(C=C(C=C1)C(=O)NC2=CC(=CC(=C2)C(F)(F)F)N3C=C(N=C3)C)NC4=NC=CC(=N4)C5=CN=CC=C5. Cell line: KM12. Synergy scores: CSS=37.4, Synergy_ZIP=-3.06, Synergy_Bliss=-1.51, Synergy_Loewe=5.69, Synergy_HSA=6.53.